This data is from Forward reaction prediction with 1.9M reactions from USPTO patents (1976-2016). The task is: Predict the product of the given reaction. (1) Given the reactants [F:1][C:2]1[CH:8]=[CH:7][CH:6]=[C:5]([N+:9]([O-])=O)[C:3]=1[NH2:4], predict the reaction product. The product is: [F:1][C:2]1[CH:8]=[CH:7][CH:6]=[C:5]([NH2:9])[C:3]=1[NH2:4]. (2) Given the reactants [CH3:1][O:2][S:3]([O-:6])(=[O:5])=[O:4].[CH3:7][N+:8]([CH3:23])([CH3:22])[CH2:9][CH2:10][N:11]([CH3:21])[C:12]1[CH:17]=[CH:16][CH:15]=[CH:14][C:13]=1[N+:18]([O-])=O, predict the reaction product. The product is: [CH3:1][O:2][S:3]([O-:6])(=[O:5])=[O:4].[NH2:18][C:13]1[CH:14]=[CH:15][CH:16]=[CH:17][C:12]=1[N:11]([CH3:21])[CH2:10][CH2:9][N+:8]([CH3:23])([CH3:22])[CH3:7]. (3) Given the reactants Br[CH2:2][CH2:3][CH2:4][CH2:5][CH2:6][C:7]([O:9][C:10]([CH3:13])([CH3:12])[CH3:11])=[O:8].[Na+].[I-:15], predict the reaction product. The product is: [I:15][CH2:2][CH2:3][CH2:4][CH2:5][CH2:6][C:7]([O:9][C:10]([CH3:13])([CH3:12])[CH3:11])=[O:8]. (4) Given the reactants Br[C:2]1[CH:3]=[C:4]([CH:6]=[C:7]([C:9]([F:12])([F:11])[F:10])[CH:8]=1)[NH2:5].[CH3:13][C:14]1[N:15]=[CH:16][NH:17][CH:18]=1.C(=O)([O-])[O-].[K+].[K+].OC1C=CC=C2C=1N=CC=C2, predict the reaction product. The product is: [CH3:13][CH:14]1[CH2:18][N:17]([C:2]2[CH:3]=[C:4]([NH2:5])[CH:6]=[C:7]([C:9]([F:12])([F:11])[F:10])[CH:8]=2)[CH:16]=[N:15]1.